From a dataset of Reaction yield outcomes from USPTO patents with 853,638 reactions. Predict the reaction yield, written as a fraction of the theoretical maximum amount of product (1.0 means a 100% yield; for example, 0.34 means a 34% yield). (1) The product is [Cl:14][C:15]1[CH:22]=[C:21]([Cl:23])[CH:20]=[CH:19][C:16]=1[CH2:17][NH:18][C:9]([C:8]1[C:4]([O:3][CH2:1][CH3:2])=[N:5][NH:6][CH:7]=1)=[O:11]. No catalyst specified. The reactants are [CH2:1]([O:3][C:4]1[C:8]([C:9]([O:11]CC)=O)=[CH:7][NH:6][N:5]=1)[CH3:2].[Cl:14][C:15]1[CH:22]=[C:21]([Cl:23])[CH:20]=[CH:19][C:16]=1[CH2:17][NH2:18]. The yield is 0.700. (2) The reactants are [CH2:1]([O:8][C:9]1[CH:14]=[N:13][NH:12][C:11](=[O:15])[CH:10]=1)[C:2]1[CH:7]=[CH:6][CH:5]=[CH:4][CH:3]=1.Br[C:17]1[CH:25]=[C:24]2[C:20]([C:21]3[CH2:30][CH2:29][N:28]([C:31]([O:33][C:34]([CH3:37])([CH3:36])[CH3:35])=[O:32])[CH2:27][C:22]=3[N:23]2[CH3:26])=[CH:19][CH:18]=1. No catalyst specified. The product is [CH2:1]([O:8][C:9]1[CH:14]=[N:13][N:12]([C:17]2[CH:25]=[C:24]3[C:20]([C:21]4[CH2:30][CH2:29][N:28]([C:31]([O:33][C:34]([CH3:37])([CH3:36])[CH3:35])=[O:32])[CH2:27][C:22]=4[N:23]3[CH3:26])=[CH:19][CH:18]=2)[C:11](=[O:15])[CH:10]=1)[C:2]1[CH:7]=[CH:6][CH:5]=[CH:4][CH:3]=1. The yield is 0.280. (3) The reactants are [CH2:1]([O:8][C:9]([N:11]1[CH2:16][CH2:15][CH2:14][C@@H:13]([C:17]2[N:21]3[CH:22]=[CH:23][N:24]=[C:25]([NH:26][CH2:27][C:28]4[CH:33]=[CH:32][C:31]([O:34][CH3:35])=[CH:30][C:29]=4[O:36][CH3:37])[C:20]3=[C:19](Br)[N:18]=2)[CH2:12]1)=[O:10])[C:2]1[CH:7]=[CH:6][CH:5]=[CH:4][CH:3]=1.[F:39][C:40]1[CH:41]=[C:42]([CH:45]=[CH:46][C:47]=1B1OC(C)(C)C(C)(C)O1)[C:43]#[N:44].C([O-])([O-])=O.[Na+].[Na+]. The catalyst is O1CCOCC1.O.Cl[Pd](Cl)([P](C1C=CC=CC=1)(C1C=CC=CC=1)C1C=CC=CC=1)[P](C1C=CC=CC=1)(C1C=CC=CC=1)C1C=CC=CC=1. The product is [CH2:1]([O:8][C:9]([N:11]1[CH2:16][CH2:15][CH2:14][C@@H:13]([C:17]2[N:21]3[CH:22]=[CH:23][N:24]=[C:25]([NH:26][CH2:27][C:28]4[CH:33]=[CH:32][C:31]([O:34][CH3:35])=[CH:30][C:29]=4[O:36][CH3:37])[C:20]3=[C:19]([C:47]3[CH:46]=[CH:45][C:42]([C:43]#[N:44])=[CH:41][C:40]=3[F:39])[N:18]=2)[CH2:12]1)=[O:10])[C:2]1[CH:7]=[CH:6][CH:5]=[CH:4][CH:3]=1. The yield is 0.640. (4) The reactants are [CH2:1]1[CH2:6][CH2:5][CH:4]([CH2:7][C@H:8](N)[C:9]([OH:11])=[O:10])[CH2:3][CH2:2]1.N([O-])=[O:14].[Na+]. The catalyst is OS(O)(=O)=O. The product is [OH:14][C@@H:8]([CH2:7][CH:4]1[CH2:5][CH2:6][CH2:1][CH2:2][CH2:3]1)[C:9]([OH:11])=[O:10]. The yield is 0.520. (5) The reactants are [F:1][C:2]1[CH:7]=[C:6]([F:8])[CH:5]=[CH:4][C:3]=1[NH:9][C:10]([NH:12][C:13]1[CH:18]=[C:17]([CH3:19])[C:16]([O:20][C:21]2[C:30]3[C:25](=[CH:26][C:27]([OH:33])=[C:28]([O:31][CH3:32])[CH:29]=3)[N:24]=[CH:23][CH:22]=2)=[CH:15][C:14]=1[CH3:34])=[O:11].C(=O)([O-])[O-].[K+].[K+].CC1C=CC(S(O[CH2:52][CH2:53][N:54]2[CH:58]=[CH:57][N:56]=[N:55]2)(=O)=O)=CC=1.O. The catalyst is CN(C)C=O. The product is [F:1][C:2]1[CH:7]=[C:6]([F:8])[CH:5]=[CH:4][C:3]=1[NH:9][C:10]([NH:12][C:13]1[CH:18]=[C:17]([CH3:19])[C:16]([O:20][C:21]2[C:30]3[C:25](=[CH:26][C:27]([O:33][CH2:52][CH2:53][N:54]4[CH:58]=[CH:57][N:56]=[N:55]4)=[C:28]([O:31][CH3:32])[CH:29]=3)[N:24]=[CH:23][CH:22]=2)=[CH:15][C:14]=1[CH3:34])=[O:11]. The yield is 0.300. (6) The reactants are [OH:1][C:2]1[CH:7]=[CH:6][C:5]([C:8](=[C:22]2[CH2:27][C:26]([CH3:29])([CH3:28])[CH2:25][C:24]([CH3:31])([CH3:30])[CH2:23]2)[C:9]2[CH:14]=[CH:13][C:12]([O:15][CH2:16][C:17]([O:19]CC)=[O:18])=[CH:11][CH:10]=2)=[CH:4][CH:3]=1.[OH-].[Na+]. The catalyst is C1COCC1.CCO. The product is [OH:1][C:2]1[CH:7]=[CH:6][C:5]([C:8](=[C:22]2[CH2:23][C:24]([CH3:31])([CH3:30])[CH2:25][C:26]([CH3:29])([CH3:28])[CH2:27]2)[C:9]2[CH:14]=[CH:13][C:12]([O:15][CH2:16][C:17]([OH:19])=[O:18])=[CH:11][CH:10]=2)=[CH:4][CH:3]=1. The yield is 0.770. (7) The reactants are [Br:1][C:2]1[CH:3]=[CH:4][C:5]([C:8]2[N:12]=[CH:11][NH:10][N:9]=2)=[N:6][CH:7]=1.Br[C:14]1[CH:15]=[CH:16][C:17]([C:20](/N=C/N(C)C)=[O:21])=NC=1.NN. No catalyst specified. The product is [Br:1][C:2]1[CH:3]=[CH:4][C:5]([C:8]2[N:12]=[CH:11][N:10]([CH:14]3[CH2:15][CH2:16][CH2:17][CH2:20][O:21]3)[N:9]=2)=[N:6][CH:7]=1. The yield is 0.830. (8) The reactants are N12CCCN=C1CCCCC2.Cl.[NH2:13][CH2:14][C:15]1[CH:23]=[CH:22][CH:21]=[C:20]2[C:16]=1[CH2:17][N:18]([CH:25]1[CH2:30][CH2:29][C:28](=[O:31])[NH:27][C:26]1=[O:32])[C:19]2=[O:24].[CH2:33]([N:35]=[C:36]=[O:37])[CH3:34]. The catalyst is C(#N)C. The product is [O:32]=[C:26]1[CH:25]([N:18]2[CH2:17][C:16]3[C:20](=[CH:21][CH:22]=[CH:23][C:15]=3[CH2:14][NH:13][C:36]([NH:35][CH2:33][CH3:34])=[O:37])[C:19]2=[O:24])[CH2:30][CH2:29][C:28](=[O:31])[NH:27]1. The yield is 0.420.